From a dataset of Full USPTO retrosynthesis dataset with 1.9M reactions from patents (1976-2016). Predict the reactants needed to synthesize the given product. (1) Given the product [N:5]1([C:14]2[CH:19]=[CH:18][C:17]([C:20](=[O:35])[C:21](=[N:1][OH:3])[C:22]3[CH:23]=[N:24][C:25]([N:28]4[CH2:29][CH2:30][N:31]([CH3:34])[CH2:32][CH2:33]4)=[CH:26][CH:27]=3)=[CH:16][CH:15]=2)[C:9]2=[N:10][CH:11]=[CH:12][CH:13]=[C:8]2[CH:7]=[CH:6]1, predict the reactants needed to synthesize it. The reactants are: [N:1]([O-:3])=O.[Na+].[N:5]1([C:14]2[CH:19]=[CH:18][C:17]([C:20](=[O:35])[CH2:21][C:22]3[CH:23]=[N:24][C:25]([N:28]4[CH2:33][CH2:32][N:31]([CH3:34])[CH2:30][CH2:29]4)=[CH:26][CH:27]=3)=[CH:16][CH:15]=2)[C:9]2=[N:10][CH:11]=[CH:12][CH:13]=[C:8]2[CH:7]=[CH:6]1. (2) Given the product [F:18][C:19]([F:32])([F:31])[S:20]([O:11][C:9]1[CH:8]=[CH:7][CH:6]=[C:5]2[C:10]=1[N:1]=[CH:2][CH:3]=[CH:4]2)(=[O:22])=[O:21], predict the reactants needed to synthesize it. The reactants are: [N:1]1[C:10]2[C:5](=[CH:6][CH:7]=[CH:8][C:9]=2[OH:11])[CH:4]=[CH:3][CH:2]=1.C([O-])([O-])=O.[K+].[K+].[F:18][C:19]([F:32])([F:31])[S:20](O[S:20]([C:19]([F:32])([F:31])[F:18])(=[O:22])=[O:21])(=[O:22])=[O:21]. (3) Given the product [CH:13]([C:16]1[C:10]([C:11]#[N:12])=[C:2]2[N:3]([C:18](=[O:19])[CH:17]=1)[C:4]1[CH:9]=[CH:8][CH:7]=[CH:6][C:5]=1[NH:1]2)([CH3:15])[CH3:14], predict the reactants needed to synthesize it. The reactants are: [N:1]1[C:5]2[CH:6]=[CH:7][CH:8]=[CH:9][C:4]=2[NH:3][C:2]=1[CH2:10][C:11]#[N:12].[CH:13]([C:16](=O)[CH2:17][C:18](OCC)=[O:19])([CH3:15])[CH3:14]. (4) Given the product [Mg:1].[CH:7]1([C:10](=[O:19])[CH2:11][C:12]([O:14][C:15]([CH3:17])([CH3:16])[CH3:18])=[O:13])[CH2:9][CH2:8]1, predict the reactants needed to synthesize it. The reactants are: [Mg:1].C(Cl)(Cl)(Cl)Cl.[CH:7]1([C:10](=[O:19])[CH2:11][C:12]([O:14][C:15]([CH3:18])([CH3:17])[CH3:16])=[O:13])[CH2:9][CH2:8]1. (5) Given the product [Si:1]([O:18][CH:19]([C:21]1[S:22][CH:23]=[C:24]([C:26]([NH:29][C@@H:30]([CH3:46])[CH2:31][N:32]2[CH:36]=[CH:35][C:34]([C:37]3[CH:44]=[CH:43][C:40]([C:41]#[N:42])=[C:39]([Cl:45])[CH:38]=3)=[N:33]2)=[O:28])[N:25]=1)[CH3:20])([C:14]([CH3:17])([CH3:15])[CH3:16])([C:8]1[CH:13]=[CH:12][CH:11]=[CH:10][CH:9]=1)[C:2]1[CH:3]=[CH:4][CH:5]=[CH:6][CH:7]=1, predict the reactants needed to synthesize it. The reactants are: [Si:1]([O:18][CH:19]([C:21]1[S:22][CH:23]=[C:24]([C:26]([OH:28])=O)[N:25]=1)[CH3:20])([C:14]([CH3:17])([CH3:16])[CH3:15])([C:8]1[CH:13]=[CH:12][CH:11]=[CH:10][CH:9]=1)[C:2]1[CH:7]=[CH:6][CH:5]=[CH:4][CH:3]=1.[NH2:29][C@@H:30]([CH3:46])[CH2:31][N:32]1[CH:36]=[CH:35][C:34]([C:37]2[CH:44]=[CH:43][C:40]([C:41]#[N:42])=[C:39]([Cl:45])[CH:38]=2)=[N:33]1. (6) Given the product [N:8]1([CH2:13][C:14]2([C:45]3[CH:50]=[CH:49][C:48]([F:51])=[CH:47][C:46]=3[F:52])[O:18][CH:17]([S:19][CH2:20][C:21]3[CH:22]=[CH:23][C:24]([N:27]4[CH2:28][CH2:29][N:30]([C:33]5[CH:38]=[CH:37][C:36]([N:39]6[C:43](=[O:44])[N:42]([CH:2]([CH3:5])[C:3]#[N:4])[N:41]=[CH:40]6)=[CH:35][CH:34]=5)[CH2:31][CH2:32]4)=[CH:25][CH:26]=3)[CH2:16][O:15]2)[CH:12]=[N:11][CH:10]=[N:9]1, predict the reactants needed to synthesize it. The reactants are: Br[CH:2]([CH3:5])[C:3]#[N:4].[OH-].[K+].[N:8]1([CH2:13][C:14]2([C:45]3[CH:50]=[CH:49][C:48]([F:51])=[CH:47][C:46]=3[F:52])[O:18][CH:17]([S:19][CH2:20][C:21]3[CH:26]=[CH:25][C:24]([N:27]4[CH2:32][CH2:31][N:30]([C:33]5[CH:38]=[CH:37][C:36]([N:39]6[C:43](=[O:44])[NH:42][N:41]=[CH:40]6)=[CH:35][CH:34]=5)[CH2:29][CH2:28]4)=[CH:23][CH:22]=3)[CH2:16][O:15]2)[CH:12]=[N:11][CH:10]=[N:9]1. (7) Given the product [F:22][C:13]1[CH:12]=[C:11]([C:10]2[NH:9][C:8]([CH:17]=[O:18])=[C:7]3[C:6]=2[C:5](=[O:19])[N:4]([CH3:20])[C:3](=[O:21])[N:2]3[CH3:1])[CH:16]=[CH:15][CH:14]=1, predict the reactants needed to synthesize it. The reactants are: [CH3:1][N:2]1[C:7]2=[C:8]([CH:17]=[O:18])[NH:9][C:10]([C:11]3[CH:16]=[CH:15][CH:14]=[CH:13][CH:12]=3)=[C:6]2[C:5](=[O:19])[N:4]([CH3:20])[C:3]1=[O:21].[F:22]C1C=C(C2NC=C3C=2C(=O)N(C)C(=O)N3C)C=CC=1.CN1C2=CNC(C3C=C(C=CC=3)C#N)=C2C(=O)N(C)C1=O.